From a dataset of Reaction yield outcomes from USPTO patents with 853,638 reactions. Predict the reaction yield, written as a fraction of the theoretical maximum amount of product (1.0 means a 100% yield; for example, 0.34 means a 34% yield). (1) The reactants are [O:1]1[C:10]2[C:5](=[CH:6][CH:7]=[CH:8][CH:9]=2)[C:4](=O)[CH2:3][CH2:2]1.Cl.[NH2:13][OH:14]. The catalyst is N1C=CC=CC=1. The product is [O:1]1[C:10]2[C:5](=[CH:6][CH:7]=[CH:8][CH:9]=2)[C:4](=[N:13][OH:14])[CH2:3][CH2:2]1. The yield is 0.880. (2) The reactants are [CH2:1]([NH:3][C:4]([C:6]1[CH:11]=[CH:10][C:9]([N:12]2[C:16]([CH2:17][CH2:18][C:19]3[CH:24]=[CH:23][CH:22]=[CH:21][CH:20]=3)=[C:15]([C:25]([OH:27])=O)[N:14]=[N:13]2)=[CH:8][CH:7]=1)=[O:5])[CH3:2].C1C=C[C:31]2N(O)N=[N:34][C:32]=2[CH:33]=1.C1(N)CC1.CCN=C=NCCCN(C)C. The catalyst is C(#N)C.CN(C=O)C. The product is [CH:32]1([NH:34][C:25]([C:15]2[N:14]=[N:13][N:12]([C:9]3[CH:10]=[CH:11][C:6]([C:4]([NH:3][CH2:1][CH3:2])=[O:5])=[CH:7][CH:8]=3)[C:16]=2[CH2:17][CH2:18][C:19]2[CH:20]=[CH:21][CH:22]=[CH:23][CH:24]=2)=[O:27])[CH2:33][CH2:31]1. The yield is 0.952. (3) The reactants are Br[C:2]1[C:3]([O:16][C:17]2[N:26]=[CH:25][C:24]3[C:19](=[CH:20][CH:21]=[CH:22][CH:23]=3)[N:18]=2)=[C:4]2[C:9](=[CH:10][CH:11]=1)[N:8]([C:12](=[O:14])[CH3:13])[C@@H:7]([CH3:15])[CH2:6][CH2:5]2.[CH:27]1([N:30]2[CH:34]=[C:33](B3OC(C)(C)C(C)(C)O3)[CH:32]=[N:31]2)[CH2:29][CH2:28]1.C(=O)([O-])[O-].[Cs+].[Cs+]. The catalyst is O1CCOCC1.O.CC(C1C=C(C(C)C)C(C2C=CC=C(P(C3CCCCC3)C3CCCCC3)C=2)=C(C(C)C)C=1)C.C1C=[C-]C(C2C(N)=CC=CC=2)=CC=1.Cl[Pd+]. The product is [CH:27]1([N:30]2[CH:34]=[C:33]([C:2]3[C:3]([O:16][C:17]4[N:26]=[CH:25][C:24]5[C:19](=[CH:20][CH:21]=[CH:22][CH:23]=5)[N:18]=4)=[C:4]4[C:9](=[CH:10][CH:11]=3)[N:8]([C:12](=[O:14])[CH3:13])[C@@H:7]([CH3:15])[CH2:6][CH2:5]4)[CH:32]=[N:31]2)[CH2:29][CH2:28]1. The yield is 0.450. (4) The reactants are [Cl:1][C:2]1[S:3][C:4]([Cl:21])=[CH:5][C:6]=1[S:7]([NH:10][C:11]1[CH:19]=[CH:18][C:14]([C:15]([OH:17])=[O:16])=[C:13]([OH:20])[CH:12]=1)(=[O:9])=[O:8].C(N1C=CN=C1)(N1C=CN=C1)=O.N1C=CC=CC=1.[CH3:40][O:41][CH2:42][CH2:43]O.C(O)(C(F)(F)F)=O. The catalyst is CC#N.CC#N.CO.O. The product is [Cl:1][C:2]1[S:3][C:4]([Cl:21])=[CH:5][C:6]=1[S:7]([NH:10][C:11]1[CH:19]=[CH:18][C:14]([C:15]([O:17][CH2:43][CH2:42][O:41][CH3:40])=[O:16])=[C:13]([OH:20])[CH:12]=1)(=[O:9])=[O:8]. The yield is 0.660. (5) The reactants are [N:1]12[CH2:8][CH2:7][C:4]([C:9]([C:18]3[CH:23]=[CH:22][CH:21]=[C:20]([CH3:24])[CH:19]=3)([C:11]3[CH:16]=[CH:15][CH:14]=[C:13]([CH3:17])[CH:12]=3)[OH:10])([CH2:5][CH2:6]1)[CH2:3][CH2:2]2.[C:25]1([CH2:31][O:32][CH2:33][CH2:34][Br:35])[CH:30]=[CH:29][CH:28]=[CH:27][CH:26]=1. The catalyst is CC#N. The product is [Br-:35].[OH:10][C:9]([C:18]1[CH:23]=[CH:22][CH:21]=[C:20]([CH3:24])[CH:19]=1)([C:11]1[CH:16]=[CH:15][CH:14]=[C:13]([CH3:17])[CH:12]=1)[C:4]12[CH2:5][CH2:6][N+:1]([CH2:34][CH2:33][O:32][CH2:31][C:25]3[CH:30]=[CH:29][CH:28]=[CH:27][CH:26]=3)([CH2:8][CH2:7]1)[CH2:2][CH2:3]2. The yield is 0.110. (6) The reactants are [NH2:1][C:2]1[N:7]=[CH:6][C:5]([C:8]2[CH:13]=[CH:12][C:11]([C:14]3([C:17]([OH:19])=[O:18])[CH2:16][CH2:15]3)=[CH:10][CH:9]=2)=[CH:4][N:3]=1.Cl[CH:21]([C:24]1([C:27]2[CH:28]=[C:29]3[C:34](=[CH:35][CH:36]=2)[N:33]=[CH:32][CH:31]=[CH:30]3)[CH2:26][CH2:25]1)[CH:22]=O. The catalyst is C(O)C. The product is [N:33]1[C:34]2[C:29](=[CH:28][C:27]([C:24]3([C:21]4[N:7]5[CH:6]=[C:5]([C:8]6[CH:9]=[CH:10][C:11]([C:14]7([C:17]([OH:19])=[O:18])[CH2:16][CH2:15]7)=[CH:12][CH:13]=6)[CH:4]=[N:3][C:2]5=[N:1][CH:22]=4)[CH2:26][CH2:25]3)=[CH:36][CH:35]=2)[CH:30]=[CH:31][CH:32]=1. The yield is 0.310. (7) The reactants are [I:1][C:2]1[CH:9]=[CH:8][C:5](C=O)=[CH:4][CH:3]=1.[CH:10](OC)([O:13][CH3:14])[O:11][CH3:12]. The catalyst is CO.C1(C)C=CC(S(O)(=O)=O)=CC=1. The product is [CH3:12][O:11][CH:10]([O:13][CH3:14])[C:5]1[CH:8]=[CH:9][C:2]([I:1])=[CH:3][CH:4]=1. The yield is 1.00.